Dataset: Forward reaction prediction with 1.9M reactions from USPTO patents (1976-2016). Task: Predict the product of the given reaction. The product is: [Br:1][C:2]1[CH:3]=[N:4][C:5]2[N:6]([N:8]=[C:9]([C:11]([N:16]3[CH2:17][CH2:18][C:19]4[CH:24]=[N:23][CH:22]=[N:21][C:20]=4[CH:15]3[CH3:14])=[O:13])[CH:10]=2)[CH:7]=1. Given the reactants [Br:1][C:2]1[CH:3]=[N:4][C:5]2[N:6]([N:8]=[C:9]([C:11]([OH:13])=O)[CH:10]=2)[CH:7]=1.[CH3:14][CH:15]1[C:20]2[N:21]=[CH:22][N:23]=[CH:24][C:19]=2[CH2:18][CH2:17][NH:16]1, predict the reaction product.